From a dataset of Full USPTO retrosynthesis dataset with 1.9M reactions from patents (1976-2016). Predict the reactants needed to synthesize the given product. Given the product [N:1]1([C:6]2[CH:7]=[C:8]3[C:13](=[CH:14][C:15]=2[C:16]([F:18])([F:19])[F:17])[NH:12][C:11](=[O:20])[N:10]([N:21]([C:27](=[O:31])[CH:28]([CH3:30])[CH3:29])[S:22]([CH3:25])(=[O:23])=[O:24])[C:9]3=[O:26])[CH:5]=[CH:4][N:3]=[CH:2]1, predict the reactants needed to synthesize it. The reactants are: [N:1]1([C:6]2[CH:7]=[C:8]3[C:13](=[CH:14][C:15]=2[C:16]([F:19])([F:18])[F:17])[NH:12][C:11](=[O:20])[N:10]([NH:21][S:22]([CH3:25])(=[O:24])=[O:23])[C:9]3=[O:26])[CH:5]=[CH:4][N:3]=[CH:2]1.[C:27](Cl)(=[O:31])[CH:28]([CH3:30])[CH3:29].